Dataset: Forward reaction prediction with 1.9M reactions from USPTO patents (1976-2016). Task: Predict the product of the given reaction. (1) Given the reactants [CH:1]1([C:5]2[C:13]([C:14]3[NH:15][C:16]([CH2:19][O:20][CH3:21])=[CH:17][N:18]=3)=[CH:12][C:8]([C:9](O)=[O:10])=[C:7]([CH3:22])[CH:6]=2)[CH2:4][CH2:3][CH2:2]1.Cl.[NH:24]1[CH2:29][CH2:28][CH:27]([C:30]2[CH:37]=[CH:36][C:33]([C:34]#[N:35])=[CH:32][CH:31]=2)[CH2:26][CH2:25]1.CCN=C=NCCCN(C)C.Cl, predict the reaction product. The product is: [CH:1]1([C:5]2[C:13]([C:14]3[NH:15][C:16]([CH2:19][O:20][CH3:21])=[CH:17][N:18]=3)=[CH:12][C:8]([C:9]([N:24]3[CH2:29][CH2:28][CH:27]([C:30]4[CH:37]=[CH:36][C:33]([C:34]#[N:35])=[CH:32][CH:31]=4)[CH2:26][CH2:25]3)=[O:10])=[C:7]([CH3:22])[CH:6]=2)[CH2:4][CH2:3][CH2:2]1. (2) Given the reactants C(OC(=O)[NH:7][C@H:8]([CH2:23][OH:24])[CH2:9][CH2:10][N:11]1[CH2:14][CH:13]([S:15][C:16]2[CH:21]=[CH:20][C:19]([Cl:22])=[CH:18][CH:17]=2)[CH2:12]1)(C)(C)C.FC(F)(F)C(O)=O, predict the reaction product. The product is: [NH2:7][C@@H:8]([CH2:9][CH2:10][N:11]1[CH2:14][CH:13]([S:15][C:16]2[CH:17]=[CH:18][C:19]([Cl:22])=[CH:20][CH:21]=2)[CH2:12]1)[CH2:23][OH:24].